This data is from Peptide-MHC class II binding affinity with 134,281 pairs from IEDB. The task is: Regression. Given a peptide amino acid sequence and an MHC pseudo amino acid sequence, predict their binding affinity value. This is MHC class II binding data. (1) The peptide sequence is DSYKFIPTLVAAVKQ. The binding affinity (normalized) is 0.799. The MHC is DRB3_0202 with pseudo-sequence DRB3_0202. (2) The peptide sequence is YDKFQANVSTVLTGK. The MHC is DRB1_0802 with pseudo-sequence DRB1_0802. The binding affinity (normalized) is 0.399. (3) The peptide sequence is HLGKLELDFNYCEGT. The MHC is DRB4_0101 with pseudo-sequence DRB4_0103. The binding affinity (normalized) is 0.589. (4) The peptide sequence is EISTNIRQAGVQYSR. The MHC is DRB1_0404 with pseudo-sequence DRB1_0404. The binding affinity (normalized) is 0.448. (5) The peptide sequence is FNMLKRERNRVSTPQ. The MHC is DRB1_0401 with pseudo-sequence DRB1_0401. The binding affinity (normalized) is 0.798. (6) The peptide sequence is VVKVQRPTPKGTVMDII. The MHC is DRB1_0404 with pseudo-sequence DRB1_0404. The binding affinity (normalized) is 0.157. (7) The peptide sequence is KLRSAGEVEIQFRRV. The MHC is DRB3_0101 with pseudo-sequence DRB3_0101. The binding affinity (normalized) is 0.338. (8) The peptide sequence is GELQIVDKIDAYFKI. The MHC is DRB3_0202 with pseudo-sequence DRB3_0202. The binding affinity (normalized) is 0.0718. (9) The peptide sequence is LGASPYKLGPSPKAR. The MHC is HLA-DQA10101-DQB10501 with pseudo-sequence HLA-DQA10101-DQB10501. The binding affinity (normalized) is 0.